Dataset: NCI-60 drug combinations with 297,098 pairs across 59 cell lines. Task: Regression. Given two drug SMILES strings and cell line genomic features, predict the synergy score measuring deviation from expected non-interaction effect. (1) Drug 1: C1=CN(C(=O)N=C1N)C2C(C(C(O2)CO)O)O.Cl. Drug 2: CC1=C(C(=O)C2=C(C1=O)N3CC4C(C3(C2COC(=O)N)OC)N4)N. Cell line: LOX IMVI. Synergy scores: CSS=51.8, Synergy_ZIP=-2.28, Synergy_Bliss=-3.05, Synergy_Loewe=2.01, Synergy_HSA=4.66. (2) Drug 2: CN(C(=O)NC(C=O)C(C(C(CO)O)O)O)N=O. Synergy scores: CSS=15.3, Synergy_ZIP=-3.64, Synergy_Bliss=1.49, Synergy_Loewe=0.529, Synergy_HSA=3.81. Drug 1: CC1C(C(CC(O1)OC2CC(CC3=C2C(=C4C(=C3O)C(=O)C5=C(C4=O)C(=CC=C5)OC)O)(C(=O)CO)O)N)O.Cl. Cell line: HOP-92. (3) Drug 1: CC1OCC2C(O1)C(C(C(O2)OC3C4COC(=O)C4C(C5=CC6=C(C=C35)OCO6)C7=CC(=C(C(=C7)OC)O)OC)O)O. Drug 2: CC1CCCC2(C(O2)CC(NC(=O)CC(C(C(=O)C(C1O)C)(C)C)O)C(=CC3=CSC(=N3)C)C)C. Cell line: OVCAR-8. Synergy scores: CSS=20.6, Synergy_ZIP=0.939, Synergy_Bliss=1.41, Synergy_Loewe=1.29, Synergy_HSA=1.02. (4) Drug 1: CN1C(=O)N2C=NC(=C2N=N1)C(=O)N. Synergy scores: CSS=5.21, Synergy_ZIP=-3.55, Synergy_Bliss=-3.62, Synergy_Loewe=0.360, Synergy_HSA=-3.85. Drug 2: C1CN(P(=O)(OC1)NCCCl)CCCl. Cell line: CCRF-CEM. (5) Drug 1: C1=CC(=CC=C1CCCC(=O)O)N(CCCl)CCCl. Drug 2: C1=NC2=C(N1)C(=S)N=CN2. Cell line: SK-MEL-2. Synergy scores: CSS=0.132, Synergy_ZIP=-1.55, Synergy_Bliss=-3.83, Synergy_Loewe=-7.74, Synergy_HSA=-7.55. (6) Drug 1: CC=C1C(=O)NC(C(=O)OC2CC(=O)NC(C(=O)NC(CSSCCC=C2)C(=O)N1)C(C)C)C(C)C. Drug 2: CC1CCC2CC(C(=CC=CC=CC(CC(C(=O)C(C(C(=CC(C(=O)CC(OC(=O)C3CCCCN3C(=O)C(=O)C1(O2)O)C(C)CC4CCC(C(C4)OC)OCCO)C)C)O)OC)C)C)C)OC. Cell line: MDA-MB-231. Synergy scores: CSS=31.6, Synergy_ZIP=1.50, Synergy_Bliss=2.28, Synergy_Loewe=2.97, Synergy_HSA=3.41. (7) Synergy scores: CSS=29.2, Synergy_ZIP=-5.50, Synergy_Bliss=-3.66, Synergy_Loewe=-50.8, Synergy_HSA=-6.86. Cell line: MDA-MB-231. Drug 1: C1CCN(CC1)CCOC2=CC=C(C=C2)C(=O)C3=C(SC4=C3C=CC(=C4)O)C5=CC=C(C=C5)O. Drug 2: CCC1(C2=C(COC1=O)C(=O)N3CC4=CC5=C(C=CC(=C5CN(C)C)O)N=C4C3=C2)O.Cl. (8) Drug 1: CC1C(C(CC(O1)OC2CC(CC3=C2C(=C4C(=C3O)C(=O)C5=C(C4=O)C(=CC=C5)OC)O)(C(=O)CO)O)N)O.Cl. Drug 2: CC(CN1CC(=O)NC(=O)C1)N2CC(=O)NC(=O)C2. Cell line: SF-539. Synergy scores: CSS=19.1, Synergy_ZIP=8.54, Synergy_Bliss=12.7, Synergy_Loewe=13.9, Synergy_HSA=14.3.